This data is from Forward reaction prediction with 1.9M reactions from USPTO patents (1976-2016). The task is: Predict the product of the given reaction. (1) The product is: [CH3:1][O:2][C:3]1[CH:8]=[CH:7][CH:6]=[CH:5][C:4]=1[CH2:9][C:10]1[O:12][N:26]=[C:20]([C:21]([O:23][CH2:24][CH3:25])=[O:22])[N:19]=1. Given the reactants [CH3:1][O:2][C:3]1[CH:8]=[CH:7][CH:6]=[CH:5][C:4]=1[CH2:9][C:10]([OH:12])=O.C(Cl)(=O)C(Cl)=O.[NH2:19][C:20](=[N:26]O)[C:21]([O:23][CH2:24][CH3:25])=[O:22].C(N(CC)C(C)C)(C)C, predict the reaction product. (2) Given the reactants [C:1]([C:3]1[C:8]([O:9][CH3:10])=[CH:7][CH:6]=[CH:5][C:4]=1[S:11]([NH:14][CH2:15][CH3:16])(=[O:13])=[O:12])#[N:2].C(=O)([O-])[O-].[K+].[K+].Cl, predict the reaction product. The product is: [CH2:15]([N:14]1[C:1](=[NH:2])[C:3]2[C:8]([O:9][CH3:10])=[CH:7][CH:6]=[CH:5][C:4]=2[S:11]1(=[O:13])=[O:12])[CH3:16].